This data is from Peptide-MHC class I binding affinity with 185,985 pairs from IEDB/IMGT. The task is: Regression. Given a peptide amino acid sequence and an MHC pseudo amino acid sequence, predict their binding affinity value. This is MHC class I binding data. (1) The peptide sequence is LTPEKGWLS. The MHC is Mamu-A01 with pseudo-sequence Mamu-A01. The binding affinity (normalized) is 0.704. (2) The peptide sequence is KVADVDLAVPV. The MHC is HLA-A24:02 with pseudo-sequence HLA-A24:02. The binding affinity (normalized) is 0.0847. (3) The peptide sequence is LDTGADDSIVT. The MHC is Mamu-A11 with pseudo-sequence Mamu-A11. The binding affinity (normalized) is 0. (4) The peptide sequence is CCFHCQVC. The MHC is HLA-B40:02 with pseudo-sequence HLA-B40:02. The binding affinity (normalized) is 0. (5) The peptide sequence is ILHAYCGIK. The MHC is HLA-A11:01 with pseudo-sequence HLA-A11:01. The binding affinity (normalized) is 0.412.